From a dataset of Catalyst prediction with 721,799 reactions and 888 catalyst types from USPTO. Predict which catalyst facilitates the given reaction. Reactant: [O:1]1[CH2:5][CH2:4][C:3]([C:6]2[C:7]([CH3:18])=[C:8]([NH:16][NH2:17])[CH:9]=[CH:10][C:11]=2[S:12]([CH3:15])(=[O:14])=[O:13])=[N:2]1.[Br:19][C:20]1[CH:21](O)[O:22][C:23](=O)[C:24]=1[Br:25]. Product: [Br:19][C:20]1[C:21](=[O:22])[N:16]([C:8]2[CH:9]=[CH:10][C:11]([S:12]([CH3:15])(=[O:13])=[O:14])=[C:6]([C:3]3[CH2:4][CH2:5][O:1][N:2]=3)[C:7]=2[CH3:18])[N:17]=[CH:23][C:24]=1[Br:25]. The catalyst class is: 201.